This data is from Full USPTO retrosynthesis dataset with 1.9M reactions from patents (1976-2016). The task is: Predict the reactants needed to synthesize the given product. Given the product [Br:1][C:2]1[CH:3]=[C:4]2[CH2:10][N:9]([C:20]([O:22][C:23]([CH3:26])([CH3:25])[CH3:24])=[O:21])[CH2:8][C:5]2=[N:6][CH:7]=1, predict the reactants needed to synthesize it. The reactants are: [Br:1][C:2]1[CH:3]=[C:4]2[CH2:10][NH:9][CH2:8][C:5]2=[N:6][CH:7]=1.C(N(C(C)C)CC)(C)C.[C:20](O[C:20]([O:22][C:23]([CH3:26])([CH3:25])[CH3:24])=[O:21])([O:22][C:23]([CH3:26])([CH3:25])[CH3:24])=[O:21].